The task is: Predict the reactants needed to synthesize the given product.. This data is from Full USPTO retrosynthesis dataset with 1.9M reactions from patents (1976-2016). (1) Given the product [NH2:9][C:6]1[N:7]=[CH:8][C:3]([CH2:2][P:24](=[O:31])([O:28][CH2:29][CH3:30])[O:25][CH2:26][CH3:27])=[CH:4][CH:5]=1, predict the reactants needed to synthesize it. The reactants are: Br[CH2:2][C:3]1[CH:4]=[CH:5][C:6]([N:9](C(OC(C)(C)C)=O)C(OC(C)(C)C)=O)=[N:7][CH:8]=1.[P:24]([O:31]CC)([O:28][CH2:29][CH3:30])[O:25][CH2:26][CH3:27].Cl.C([O-])(O)=O.[Na+]. (2) Given the product [F:17][C:3]1[C:2](=[N:19][NH2:20])[N:7]=[C:6]([S:8][CH3:9])[NH:5][C:4]=1[NH:10][CH2:11][C:12]1[S:13][CH:14]=[CH:15][N:16]=1, predict the reactants needed to synthesize it. The reactants are: Cl[C:2]1[N:7]=[C:6]([S:8][CH3:9])[N:5]=[C:4]([NH:10][CH2:11][C:12]2[S:13][CH:14]=[CH:15][N:16]=2)[C:3]=1[F:17].O.[NH2:19][NH2:20]. (3) Given the product [CH3:39][N:40]([CH3:56])[CH:41]1[CH2:42][CH2:43][N:44]([C:47]2[CH:52]=[C:51]([C:2]3[C:10]4[C:9]([NH:11][C@H:12]([C:14]5[N:19]([C:20]6[CH:25]=[CH:24][CH:23]=[CH:22][CH:21]=6)[C:18](=[O:26])[C:17]6=[C:27]([CH3:30])[CH:28]=[CH:29][N:16]6[N:15]=5)[CH3:13])=[N:8][CH:7]=[N:6][C:5]=4[N:4]([CH2:31][O:32][CH2:33][CH2:34][Si:35]([CH3:38])([CH3:37])[CH3:36])[CH:3]=3)[CH:50]=[CH:49][N:48]=2)[CH2:45][CH2:46]1, predict the reactants needed to synthesize it. The reactants are: Br[C:2]1[C:10]2[C:9]([NH:11][C@H:12]([C:14]3[N:19]([C:20]4[CH:25]=[CH:24][CH:23]=[CH:22][CH:21]=4)[C:18](=[O:26])[C:17]4=[C:27]([CH3:30])[CH:28]=[CH:29][N:16]4[N:15]=3)[CH3:13])=[N:8][CH:7]=[N:6][C:5]=2[N:4]([CH2:31][O:32][CH2:33][CH2:34][Si:35]([CH3:38])([CH3:37])[CH3:36])[CH:3]=1.[CH3:39][N:40]([CH3:56])[CH:41]1[CH2:46][CH2:45][N:44]([C:47]2[CH:52]=[C:51](B(O)O)[CH:50]=[CH:49][N:48]=2)[CH2:43][CH2:42]1.C(=O)([O-])[O-].[Na+].[Na+]. (4) Given the product [NH2:13][C:9]1[CH:8]=[CH:7][CH:6]=[C:5]2[C:10]=1[CH:11]=[CH:12][C:3]([O:2][CH3:1])=[N:4]2, predict the reactants needed to synthesize it. The reactants are: [CH3:1][O:2][C:3]1[CH:12]=[CH:11][C:10]2[C:5](=[CH:6][CH:7]=[CH:8][C:9]=2[N+:13]([O-])=O)[N:4]=1.[H][H]. (5) Given the product [Br:12][C:13]1[CH:18]=[CH:17][C:16]([O:19][CH:20]=[CH2:21])=[CH:15][CH:14]=1, predict the reactants needed to synthesize it. The reactants are: C(O[K])(C)(C)C.O1CCCC1.[Br:12][C:13]1[CH:18]=[CH:17][C:16]([O:19][CH2:20][CH2:21]Cl)=[CH:15][CH:14]=1. (6) Given the product [Br:8][C:5]1[CH:6]=[CH:7][C:2]([C:22]#[C:21][C:18]2[CH:19]=[CH:20][C:15]([CH2:11][CH2:12][CH2:13][CH3:14])=[CH:16][CH:17]=2)=[C:3]([CH2:9][CH3:10])[CH:4]=1, predict the reactants needed to synthesize it. The reactants are: I[C:2]1[CH:7]=[CH:6][C:5]([Br:8])=[CH:4][C:3]=1[CH2:9][CH3:10].[CH2:11]([C:15]1[CH:20]=[CH:19][C:18]([C:21]#[CH:22])=[CH:17][CH:16]=1)[CH2:12][CH2:13][CH3:14].O.CCCCCCC. (7) Given the product [Br:1][C:2]1[C:3]([O:15][CH3:14])=[N:4][C:5]([Cl:8])=[N:6][CH:7]=1, predict the reactants needed to synthesize it. The reactants are: [Br:1][C:2]1[C:3](Cl)=[N:4][C:5]([Cl:8])=[N:6][CH:7]=1.CN.C1C[O:15][CH2:14]C1. (8) Given the product [NH2:1][C:2]1[N:7]=[CH:6][N:5]=[C:4]2[N:8]([CH:19]([C:21]3[O:22][C:23]4[C:28]([C:29](=[O:38])[C:30]=3[C:31]3[CH:36]=[CH:35][CH:34]=[C:33]([F:37])[CH:32]=3)=[CH:27][CH:26]=[CH:25][CH:24]=4)[CH3:20])[N:9]=[C:10]([C:11]3[CH:16]=[CH:15][CH:14]=[C:13]([OH:17])[CH:12]=3)[C:3]=12, predict the reactants needed to synthesize it. The reactants are: [NH2:1][C:2]1[N:7]=[CH:6][N:5]=[C:4]2[N:8]([CH:19]([C:21]3[O:22][C:23]4[C:28]([C:29](=[O:38])[C:30]=3[C:31]3[CH:36]=[CH:35][CH:34]=[C:33]([F:37])[CH:32]=3)=[CH:27][CH:26]=[CH:25][CH:24]=4)[CH3:20])[N:9]=[C:10]([C:11]3[CH:16]=[CH:15][CH:14]=[C:13]([O:17]C)[CH:12]=3)[C:3]=12. (9) Given the product [C:1]([C:5]1[N:6]=[C:7]([NH:10][C:11]([C:13]2[CH:45]=[CH:44][N:16]3[C:17](=[O:43])[C:18](/[CH:34]=[CH:35]/[C:36]([O:38][C:39]([CH3:42])([CH3:41])[CH3:40])=[O:37])=[C:19]([N:21]4[CH2:26][CH2:25][CH2:24][C@@H:23]([O:27][C:28]([NH:30][CH2:31][CH2:32][N:47]([CH3:48])[CH3:46])=[O:29])[CH2:22]4)[N:20]=[C:15]3[CH:14]=2)=[O:12])[S:8][CH:9]=1)([CH3:4])([CH3:3])[CH3:2], predict the reactants needed to synthesize it. The reactants are: [C:1]([C:5]1[N:6]=[C:7]([NH:10][C:11]([C:13]2[CH:45]=[CH:44][N:16]3[C:17](=[O:43])[C:18](/[CH:34]=[CH:35]/[C:36]([O:38][C:39]([CH3:42])([CH3:41])[CH3:40])=[O:37])=[C:19]([N:21]4[CH2:26][CH2:25][CH2:24][C@@H:23]([O:27][C:28]([NH:30][CH2:31][CH2:32]Cl)=[O:29])[CH2:22]4)[N:20]=[C:15]3[CH:14]=2)=[O:12])[S:8][CH:9]=1)([CH3:4])([CH3:3])[CH3:2].[CH3:46][N:47](C)[CH:48]=O.CNC.